The task is: Predict the product of the given reaction.. This data is from Forward reaction prediction with 1.9M reactions from USPTO patents (1976-2016). (1) Given the reactants [Cl:1][C:2]1[CH:3]=[C:4]2[C:9](=[CH:10][CH:11]=1)[N:8]=[C:7](OS(C(F)(F)F)(=O)=O)[C:6]([C:20]([O:22][C:23]([CH3:26])([CH3:25])[CH3:24])=[O:21])=[C:5]2[C:27]1[CH:32]=[CH:31][CH:30]=[CH:29][CH:28]=1.[CH3:33][O:34][CH2:35][CH2:36][NH:37][CH3:38], predict the reaction product. The product is: [C:23]([O:22][C:20]([C:6]1[C:7]([N:37]([CH2:36][CH2:35][O:34][CH3:33])[CH3:38])=[N:8][C:9]2[C:4]([C:5]=1[C:27]1[CH:28]=[CH:29][CH:30]=[CH:31][CH:32]=1)=[CH:3][C:2]([Cl:1])=[CH:11][CH:10]=2)=[O:21])([CH3:25])([CH3:26])[CH3:24]. (2) Given the reactants Cl[C:2]1[N:11]=[C:10]([NH:12][CH2:13][CH:14]([C:21]2[CH:26]=[CH:25][CH:24]=[CH:23][CH:22]=2)[C:15]2[CH:20]=[CH:19][CH:18]=[CH:17][CH:16]=2)[C:9]2[C:4](=[CH:5][CH:6]=[CH:7][CH:8]=2)[N:3]=1.[NH:27]1[C:35]2[C:30](=[CH:31][CH:32]=[CH:33][C:34]=2B(O)O)[CH:29]=[CH:28]1.C(NC1C2C(=CC=CC=2)N=C(C2SC3C=CC=CC=3C=2)N=1)(C1C=CC=CC=1)C1C=CC=CC=1, predict the reaction product. The product is: [C:15]1([CH:14]([C:21]2[CH:26]=[CH:25][CH:24]=[CH:23][CH:22]=2)[CH2:13][NH:12][C:10]2[C:9]3[C:4](=[CH:5][CH:6]=[CH:7][CH:8]=3)[N:3]=[C:2]([C:34]3[CH:33]=[CH:32][CH:31]=[C:30]4[C:35]=3[NH:27][CH:28]=[CH:29]4)[N:11]=2)[CH:20]=[CH:19][CH:18]=[CH:17][CH:16]=1. (3) Given the reactants [CH3:1][O:2][CH2:3][C:4](Cl)=[O:5].[OH:7][N:8]1[C:12](=[O:13])[CH2:11][CH2:10][C:9]1=[O:14].C([O-])(O)=O.[Na+], predict the reaction product. The product is: [CH3:1][O:2][CH2:3][C:4]([O:7][N:8]1[C:12](=[O:13])[CH2:11][CH2:10][C:9]1=[O:14])=[O:5]. (4) Given the reactants C(O[C:6](=[O:32])[NH:7][CH2:8][CH2:9][N:10]1[CH2:19][CH2:18][C:17]2[C:12](=[CH:13][C:14]([O:22][CH3:23])=[C:15]([O:20][CH3:21])[CH:16]=2)[CH:11]1[CH2:24][C:25]1[CH:30]=[CH:29][C:28]([F:31])=[CH:27][CH:26]=1)(C)(C)C.C(O)(C(F)(F)F)=O.[CH2:40]([N:47]([C:49]1[CH:54]=[C:53]([N:55]=C=O)[CH:52]=[CH:51][N:50]=1)[CH3:48])[C:41]1[CH:46]=[CH:45][CH:44]=[CH:43][CH:42]=1, predict the reaction product. The product is: [CH2:40]([N:47]([CH3:48])[C:49]1[CH:54]=[C:53]([NH:55][C:6]([NH:7][CH2:8][CH2:9][N:10]2[CH2:19][CH2:18][C:17]3[C:12](=[CH:13][C:14]([O:22][CH3:23])=[C:15]([O:20][CH3:21])[CH:16]=3)[CH:11]2[CH2:24][C:25]2[CH:26]=[CH:27][C:28]([F:31])=[CH:29][CH:30]=2)=[O:32])[CH:52]=[CH:51][N:50]=1)[C:41]1[CH:42]=[CH:43][CH:44]=[CH:45][CH:46]=1. (5) Given the reactants [C:1]1([NH:7][C:8]2[CH:21]=[CH:20][CH:19]=[CH:18][C:9]=2[C:10]([C:12]2[CH:17]=[CH:16][CH:15]=[CH:14][CH:13]=2)=[O:11])[CH:6]=[CH:5][CH:4]=[CH:3][CH:2]=1.O.[Br:23][CH2:24][C:25](Br)=[O:26], predict the reaction product. The product is: [C:10]([C:9]1[CH:18]=[CH:19][CH:20]=[CH:21][C:8]=1[N:7]([C:1]1[CH:6]=[CH:5][CH:4]=[CH:3][CH:2]=1)[C:25](=[O:26])[CH2:24][Br:23])(=[O:11])[C:12]1[CH:13]=[CH:14][CH:15]=[CH:16][CH:17]=1. (6) Given the reactants [NH2:1][C:2]1[N:7]=[CH:6][C:5]([CH2:8][CH:9]([C:15]2[N:16]=[CH:17][NH:18][CH:19]=2)[C:10]([O:12][CH2:13][CH3:14])=[O:11])=[CH:4][CH:3]=1.[H-].[Na+].Br[CH2:23][CH2:24][CH:25]1[CH2:30][CH2:29][N:28]([C:31](=[O:45])[CH:32]([C:39]2[CH:44]=[CH:43][CH:42]=[CH:41][CH:40]=2)[C:33]2[CH:38]=[CH:37][CH:36]=[CH:35][CH:34]=2)[CH2:27][CH2:26]1, predict the reaction product. The product is: [NH2:1][C:2]1[N:7]=[CH:6][C:5]([CH2:8][CH:9]([C:15]2[N:16]=[CH:17][N:18]([CH2:23][CH2:24][CH:25]3[CH2:30][CH2:29][N:28]([C:31](=[O:45])[CH:32]([C:39]4[CH:40]=[CH:41][CH:42]=[CH:43][CH:44]=4)[C:33]4[CH:34]=[CH:35][CH:36]=[CH:37][CH:38]=4)[CH2:27][CH2:26]3)[CH:19]=2)[C:10]([O:12][CH2:13][CH3:14])=[O:11])=[CH:4][CH:3]=1. (7) Given the reactants [CH:1]([N:4]1[C:12]2[C:7](=[CH:8][CH:9]=[C:10]([N+:13]([O-:15])=[O:14])[CH:11]=2)[C:6](B2OC(C)(C)C(C)(C)O2)=[CH:5]1)([CH3:3])[CH3:2].Br[C:26]1[S:30][C:29]([C:31]2[N:35]([CH3:36])[N:34]=[N:33][N:32]=2)=[CH:28][CH:27]=1.P([O-])([O-])([O-])=O.[K+].[K+].[K+], predict the reaction product. The product is: [CH:1]([N:4]1[C:12]2[C:7](=[CH:8][CH:9]=[C:10]([N+:13]([O-:15])=[O:14])[CH:11]=2)[C:6]([C:26]2[S:30][C:29]([C:31]3[N:35]([CH3:36])[N:34]=[N:33][N:32]=3)=[CH:28][CH:27]=2)=[CH:5]1)([CH3:2])[CH3:3]. (8) Given the reactants C(O[C:6]([N:8]1[CH2:12][C:11](=[N:13][O:14][CH3:15])[CH2:10][C@H:9]1[C:16]([OH:18])=O)=[O:7])(C)(C)C.[N:19]1[CH:24]=[CH:23][CH:22]=[C:21]([C:25]2[CH:33]=[CH:32][C:28](C(O)=O)=[CH:27][CH:26]=2)[CH:20]=1.[NH2:34][CH2:35][C@H:36]([C:38]1[CH:43]=[CH:42][CH:41]=[CH:40][CH:39]=1)[OH:37], predict the reaction product. The product is: [OH:37][C@@H:36]([C:38]1[CH:43]=[CH:42][CH:41]=[CH:40][CH:39]=1)[CH2:35][NH:34][C:16]([C@@H:9]1[CH2:10][C:11](=[N:13][O:14][CH3:15])[CH2:12][N:8]1[C:6](=[O:7])[C:28]1[CH:27]=[CH:26][C:25]([C:21]2[CH:20]=[N:19][CH:24]=[CH:23][CH:22]=2)=[CH:33][CH:32]=1)=[O:18]. (9) Given the reactants [Cl:1][C:2]1[CH:9]=[C:8]([Cl:10])[CH:7]=[CH:6][C:3]=1[CH:4]=O.[N+:11]([CH2:14][CH3:15])([O-:13])=[O:12].C([O-])(=O)C.[NH4+], predict the reaction product. The product is: [Cl:1][C:2]1[CH:9]=[C:8]([Cl:10])[CH:7]=[CH:6][C:3]=1/[CH:4]=[C:14](/[N+:11]([O-:13])=[O:12])\[CH3:15]. (10) Given the reactants [Cl:1][C:2]1[N:9]=[CH:8][C:7]([CH2:10][CH3:11])=[CH:6][C:3]=1[CH:4]=[O:5].C1N2CCN(CC2)C1.[C:20](#[N:23])[CH:21]=[CH2:22], predict the reaction product. The product is: [Cl:1][C:2]1[C:3]([CH:4]([OH:5])[C:21](=[CH2:22])[C:20]#[N:23])=[CH:6][C:7]([CH2:10][CH3:11])=[CH:8][N:9]=1.